This data is from Full USPTO retrosynthesis dataset with 1.9M reactions from patents (1976-2016). The task is: Predict the reactants needed to synthesize the given product. (1) Given the product [F:26][C:21]1([C:22]([F:25])([F:24])[F:23])[C:20]([F:27])([C:19]([F:28])([F:29])[F:18])[O:2]1, predict the reactants needed to synthesize it. The reactants are: Cl[O-:2].[Na+].[OH-].[Na+].FC(F)=C(F)C(F)(F)C(F)(F)F.[F:18][C:19]([F:29])([F:28])[C:20]([F:27])=[C:21]([F:26])[C:22]([F:25])([F:24])[F:23]. (2) Given the product [ClH:26].[Cl:26][C:21]1[CH:22]=[CH:23][CH:24]=[CH:25][C:20]=1[O:19][C:17]1[CH:16]=[CH:15][C:13]2[CH2:14][NH:8][CH2:9][CH2:10][O:11][C:12]=2[N:18]=1, predict the reactants needed to synthesize it. The reactants are: C([N:8]1[CH2:14][C:13]2[CH:15]=[CH:16][C:17]([O:19][C:20]3[CH:25]=[CH:24][CH:23]=[CH:22][C:21]=3[Cl:26])=[N:18][C:12]=2[O:11][CH2:10][CH2:9]1)C1C=CC=CC=1.ClC(OC(Cl)C)=O. (3) Given the product [OH:11][C@@H:2]1[CH2:1][C:9]2[C:4](=[CH:5][CH:6]=[CH:7][CH:8]=2)[C@@H:3]1[NH:10][C:19](=[O:23])[CH2:20][CH2:21][CH3:22], predict the reactants needed to synthesize it. The reactants are: [CH2:1]1[C:9]2[C:4](=[CH:5][CH:6]=[CH:7][CH:8]=2)[C@H:3]([NH2:10])[C@@H:2]1[OH:11].C(N(CC)CC)C.[C:19](Cl)(=[O:23])[CH2:20][CH2:21][CH3:22]. (4) Given the product [N+:1]([N:11]1[CH:12]=[C:8]([N+:5]([O-:7])=[O:6])[N:9]=[CH:10]1)([O-:4])=[O:3], predict the reactants needed to synthesize it. The reactants are: [N+:1]([O-:4])([OH:3])=O.[N+:5]([C:8]1[N:9]=[CH:10][NH:11][CH:12]=1)([O-:7])=[O:6]. (5) Given the product [NH2:5][C:4]1[NH:3][N:2]=[C:7]([CH:9]2[CH2:14][CH2:13][N:12]([C:15]([O:17][C:9]([CH3:14])([CH3:10])[CH3:7])=[O:16])[CH2:11][CH2:10]2)[CH:6]=1, predict the reactants needed to synthesize it. The reactants are: O.[NH2:2][NH2:3].[C:4]([CH2:6][C:7]([CH:9]1[CH2:14][CH2:13][N:12]([C:15]([O-:17])=[O:16])[CH2:11][CH2:10]1)=O)#[N:5]. (6) The reactants are: [BH4-].[Na+].[C:3]([C:5]1[CH:6]=[C:7]([CH:34]=[CH:35][C:36]=1[C:37]([F:40])([F:39])[F:38])[O:8][C:9]1[CH:14]=[CH:13][C:12]([N:15]2[C:23]3[C:18](=[CH:19][CH:20]=[CH:21][CH:22]=3)[C:17]([C:24](=[O:33])[C:25]([NH:27][CH2:28][C@H:29]([OH:32])[CH2:30][OH:31])=[O:26])=[CH:16]2)=[CH:11][CH:10]=1)#[N:4]. Given the product [C:3]([C:5]1[CH:6]=[C:7]([CH:34]=[CH:35][C:36]=1[C:37]([F:40])([F:39])[F:38])[O:8][C:9]1[CH:10]=[CH:11][C:12]([N:15]2[C:23]3[C:18](=[CH:19][CH:20]=[CH:21][CH:22]=3)[C:17]([CH:24]([OH:33])[C:25]([NH:27][CH2:28][C@H:29]([OH:32])[CH2:30][OH:31])=[O:26])=[CH:16]2)=[CH:13][CH:14]=1)#[N:4], predict the reactants needed to synthesize it. (7) Given the product [F:15][C:12]1([F:16])[CH2:13][CH2:14][CH:9]([CH2:8][C@H:7]([NH:17][C:18](=[O:19])[O:20][C:21]([CH3:24])([CH3:23])[CH3:22])[CH2:6][NH:26][CH3:25])[CH2:10][CH2:11]1, predict the reactants needed to synthesize it. The reactants are: CS(O[CH2:6][C@@H:7]([NH:17][C:18]([O:20][C:21]([CH3:24])([CH3:23])[CH3:22])=[O:19])[CH2:8][CH:9]1[CH2:14][CH2:13][C:12]([F:16])([F:15])[CH2:11][CH2:10]1)(=O)=O.[CH3:25][NH2:26].